Dataset: Reaction yield outcomes from USPTO patents with 853,638 reactions. Task: Predict the reaction yield, written as a fraction of the theoretical maximum amount of product (1.0 means a 100% yield; for example, 0.34 means a 34% yield). The reactants are [Si:1]([NH:8][C:9]1[N:10]=[C:11]([Cl:18])[C:12]2[CH:17]=[CH:16][NH:15][C:13]=2[N:14]=1)([C:4]([CH3:7])([CH3:6])[CH3:5])([CH3:3])[CH3:2].CI.[C:21]([O-])([O-])=O.[K+].[K+].O. The catalyst is CN(C=O)C. The product is [Si:1]([NH:8][C:9]1[N:10]=[C:11]([Cl:18])[C:12]2[CH:17]=[CH:16][N:15]([CH3:21])[C:13]=2[N:14]=1)([C:4]([CH3:7])([CH3:5])[CH3:6])([CH3:3])[CH3:2]. The yield is 1.00.